From a dataset of Reaction yield outcomes from USPTO patents with 853,638 reactions. Predict the reaction yield, written as a fraction of the theoretical maximum amount of product (1.0 means a 100% yield; for example, 0.34 means a 34% yield). (1) The reactants are Cl[C:2]1[N:7]=[CH:6][C:5]([C:8]([O:10][CH3:11])=[O:9])=[CH:4][N:3]=1.C(N(CC)CC)C.[CH3:19][N:20]1[CH2:25][CH2:24][NH:23][CH2:22][CH2:21]1. The catalyst is CC(O)C. The product is [CH3:19][N:20]1[CH2:25][CH2:24][N:23]([C:2]2[N:7]=[CH:6][C:5]([C:8]([O:10][CH3:11])=[O:9])=[CH:4][N:3]=2)[CH2:22][CH2:21]1. The yield is 0.343. (2) The reactants are CC1(C)C(C)(C)OB([C:9]2[CH2:14][CH2:13][CH2:12][C:11](=[O:15])[CH:10]=2)O1.Cl[C:18]1[CH:23]=[CH:22][N:21]=[CH:20][C:19]=1[N+:24]([O-:26])=[O:25]. The catalyst is O1CCOCC1.C([O-])([O-])=O.[Na+].[Na+].CCOC(C)=O.C1C=CC(P(C2C=CC=CC=2)[C-]2C=CC=C2)=CC=1.C1C=CC(P(C2C=CC=CC=2)[C-]2C=CC=C2)=CC=1.Cl[Pd]Cl.[Fe+2].C(Cl)Cl. The product is [N+:24]([C:19]1[CH:20]=[N:21][CH:22]=[CH:23][C:18]=1[C:9]1[CH2:14][CH2:13][CH2:12][C:11](=[O:15])[CH:10]=1)([O-:26])=[O:25]. The yield is 0.550.